From a dataset of Forward reaction prediction with 1.9M reactions from USPTO patents (1976-2016). Predict the product of the given reaction. (1) Given the reactants [NH:1]([C:3]1[CH:8]=[C:7]([CH3:9])[NH:6][C:5](=[O:10])[CH:4]=1)[NH2:2].[CH3:11][O:12][CH:13]1[CH2:18][CH2:17][C:16](=O)[CH2:15][CH2:14]1, predict the reaction product. The product is: [CH3:11][O:12][CH:13]1[CH2:18][CH2:17][C:16](=[N:2][NH:1][C:3]2[CH:8]=[C:7]([CH3:9])[NH:6][C:5](=[O:10])[CH:4]=2)[CH2:15][CH2:14]1. (2) Given the reactants [N+:1]([C:4]1[C:5]([N:13]2[CH2:18][CH2:17][CH2:16][C@H:15]([NH:19][C:20](=[O:26])[O:21][C:22]([CH3:25])([CH3:24])[CH3:23])[CH2:14]2)=[C:6]2[CH2:12][CH2:11][O:10][C:7]2=[N:8][CH:9]=1)([O-])=O, predict the reaction product. The product is: [NH2:1][C:4]1[C:5]([N:13]2[CH2:18][CH2:17][CH2:16][C@H:15]([NH:19][C:20](=[O:26])[O:21][C:22]([CH3:24])([CH3:23])[CH3:25])[CH2:14]2)=[C:6]2[CH2:12][CH2:11][O:10][C:7]2=[N:8][CH:9]=1. (3) Given the reactants Cl[C:2]1[NH:6][C:5]2[CH:7]=[C:8]([C:20]([F:23])([F:22])[F:21])[CH:9]=[C:10]([C:11]3[CH:16]=[C:15]([F:17])[C:14]([F:18])=[C:13]([F:19])[CH:12]=3)[C:4]=2[N:3]=1.[CH3:24][C@H:25]1[CH2:30][NH:29][CH2:28][CH2:27][NH:26]1, predict the reaction product. The product is: [CH3:24][C@@H:25]1[NH:26][CH2:27][CH2:28][N:29]([C:2]2[NH:3][C:4]3[C:10]([C:11]4[CH:16]=[C:15]([F:17])[C:14]([F:18])=[C:13]([F:19])[CH:12]=4)=[CH:9][C:8]([C:20]([F:23])([F:22])[F:21])=[CH:7][C:5]=3[N:6]=2)[CH2:30]1. (4) Given the reactants [C:1]([C:3]1[CH:19]=[CH:18][C:6]([CH2:7][NH:8][C:9](=[O:17])[C:10]2[CH:15]=[CH:14][CH:13]=[C:12]([CH3:16])[CH:11]=2)=[C:5]([OH:20])[CH:4]=1)#[N:2].[CH2:21]([O:23][C:24]([C:26]1[N:27]([CH3:33])[N:28]=[C:29]([CH2:31]Br)[CH:30]=1)=[O:25])[CH3:22].C(=O)([O-])[O-].[K+].[K+], predict the reaction product. The product is: [CH2:21]([O:23][C:24]([C:26]1[N:27]([CH3:33])[N:28]=[C:29]([CH2:31][O:20][C:5]2[CH:4]=[C:3]([C:1]#[N:2])[CH:19]=[CH:18][C:6]=2[CH2:7][NH:8][C:9](=[O:17])[C:10]2[CH:15]=[CH:14][CH:13]=[C:12]([CH3:16])[CH:11]=2)[CH:30]=1)=[O:25])[CH3:22]. (5) Given the reactants [Mg+2].[Br-].[Br-].CCOCC.C(N(C(C)C)CC)(C)C.[C:18]([C:21]1[CH2:25][CH2:24][C@H:23]([OH:26])[CH:22]=1)([CH3:20])=[CH2:19].C[O:28][C:29](=O)[CH:30]=[CH2:31], predict the reaction product. The product is: [CH3:19][C:18]1[CH2:20][CH2:31][C@@H:30]2[C@@H:22]3[C:21]=1[CH2:25][CH2:24][C@@H:23]3[O:26][C:29]2=[O:28]. (6) Given the reactants [Br:1][C:2]1[CH:7]=[CH:6][C:5]([NH:8][CH2:9][CH2:10][N:11]2[CH2:15][CH2:14][CH2:13][CH2:12]2)=[C:4]([N+:16]([O-])=O)[CH:3]=1, predict the reaction product. The product is: [Br:1][C:2]1[CH:3]=[C:4]([NH2:16])[C:5]([NH:8][CH2:9][CH2:10][N:11]2[CH2:12][CH2:13][CH2:14][CH2:15]2)=[CH:6][CH:7]=1.